From a dataset of Peptide-MHC class I binding affinity with 185,985 pairs from IEDB/IMGT. Regression. Given a peptide amino acid sequence and an MHC pseudo amino acid sequence, predict their binding affinity value. This is MHC class I binding data. (1) The peptide sequence is IVADDLTAA. The MHC is H-2-Dd with pseudo-sequence H-2-Dd. The binding affinity (normalized) is 0. (2) The peptide sequence is ISVNNVCHMY. The binding affinity (normalized) is 0.296. The MHC is HLA-A26:01 with pseudo-sequence HLA-A26:01. (3) The peptide sequence is RPNHTIKGSF. The MHC is HLA-B07:02 with pseudo-sequence HLA-B07:02. The binding affinity (normalized) is 0.625. (4) The peptide sequence is DKLVDPINY. The MHC is HLA-B45:01 with pseudo-sequence HLA-B45:01. The binding affinity (normalized) is 0. (5) The peptide sequence is DIVKGLSGY. The MHC is HLA-B46:01 with pseudo-sequence HLA-B46:01. The binding affinity (normalized) is 0.0847. (6) The MHC is HLA-A30:02 with pseudo-sequence HLA-A30:02. The peptide sequence is MKELSPRWY. The binding affinity (normalized) is 0.151.